This data is from Forward reaction prediction with 1.9M reactions from USPTO patents (1976-2016). The task is: Predict the product of the given reaction. (1) Given the reactants [CH3:1][C:2]1[N:3]([C:8]2[CH:12]=[C:11]([C:13](N(OC)C)=[O:14])[NH:10][N:9]=2)[C:4]([CH3:7])=[CH:5][CH:6]=1.[CH3:19][Mg+].[Br-], predict the reaction product. The product is: [CH3:7][C:4]1[N:3]([C:8]2[CH:12]=[C:11]([C:13](=[O:14])[CH3:19])[NH:10][N:9]=2)[C:2]([CH3:1])=[CH:6][CH:5]=1. (2) Given the reactants Br[C:2]1[C:3]([F:8])=[N:4][CH:5]=[CH:6][CH:7]=1.[C:9]1(=[O:15])[CH2:14][CH2:13][CH2:12][CH:11]=[CH:10]1.C1(CNCC2CCCCC2)CCCCC1, predict the reaction product. The product is: [F:8][C:3]1[C:2]([C:11]2[CH2:12][CH2:13][CH2:14][C:9](=[O:15])[CH:10]=2)=[CH:7][CH:6]=[CH:5][N:4]=1. (3) Given the reactants [O:1]=[CH:2][C:3]1[CH:11]=[CH:10][C:8]([OH:9])=[C:5]([O:6][CH3:7])[CH:4]=1.C(=O)([O-])[O-].[K+].[K+].[O:18]1[CH2:23][CH2:22][N:21]([CH2:24][CH2:25][CH2:26][Cl:27])[CH2:20][CH2:19]1.C(OCC)(=O)C.Cl, predict the reaction product. The product is: [ClH:27].[CH3:7][O:6][C:5]1[CH:4]=[C:3]([CH:11]=[CH:10][C:8]=1[O:9][CH2:26][CH2:25][CH2:24][N:21]1[CH2:22][CH2:23][O:18][CH2:19][CH2:20]1)[CH:2]=[O:1].